Dataset: Peptide-MHC class II binding affinity with 134,281 pairs from IEDB. Task: Regression. Given a peptide amino acid sequence and an MHC pseudo amino acid sequence, predict their binding affinity value. This is MHC class II binding data. (1) The peptide sequence is PKYVKQNTLKLAT. The MHC is HLA-DQA10101-DQB10501 with pseudo-sequence HLA-DQA10101-DQB10501. The binding affinity (normalized) is 0. (2) The peptide sequence is IEEFGTGVFTTRVYMD. The MHC is DRB3_0202 with pseudo-sequence DRB3_0202. The binding affinity (normalized) is 0.469. (3) The peptide sequence is AAEWDRVHPVHAGPIP. The MHC is DRB4_0101 with pseudo-sequence DRB4_0103. The binding affinity (normalized) is 0.0844. (4) The binding affinity (normalized) is 0.278. The MHC is HLA-DQA10501-DQB10301 with pseudo-sequence HLA-DQA10501-DQB10301. The peptide sequence is GAIWRIDPKKPLKGP. (5) The peptide sequence is REYPTIKQKKPDFIL. The MHC is HLA-DQA10601-DQB10402 with pseudo-sequence HLA-DQA10601-DQB10402. The binding affinity (normalized) is 0.284. (6) The peptide sequence is IGEGKVTLRIRNVRF. The MHC is HLA-DQA10501-DQB10301 with pseudo-sequence HLA-DQA10501-DQB10301. The binding affinity (normalized) is 0.158. (7) The peptide sequence is IHAVPFGLVSMMIAMKK. The MHC is DRB5_0101 with pseudo-sequence DRB5_0101. The binding affinity (normalized) is 1.00. (8) The peptide sequence is HGRQIRMARLLGRDPE. The MHC is DRB1_0101 with pseudo-sequence DRB1_0101. The binding affinity (normalized) is 0.622. (9) The peptide sequence is EELRSLYNTVATLYCVH. The MHC is DRB1_0401 with pseudo-sequence DRB1_0401. The binding affinity (normalized) is 0.414. (10) The binding affinity (normalized) is 0. The peptide sequence is AEEVEKIEKTEEPAP. The MHC is HLA-DPA10201-DPB11401 with pseudo-sequence HLA-DPA10201-DPB11401.